Dataset: Catalyst prediction with 721,799 reactions and 888 catalyst types from USPTO. Task: Predict which catalyst facilitates the given reaction. (1) Reactant: [C:1]([C:3]1[CH:4]=[N:5][C:6]([NH:9][C:10]2[CH:25]=[C:24]([NH:26][CH:27]([CH3:29])[CH3:28])[C:13]([C:14]([NH:16][CH2:17][C@@H:18]([F:23])[C:19]([OH:22])([CH3:21])[CH3:20])=[O:15])=[CH:12][N:11]=2)=[N:7][CH:8]=1)#[N:2].[ClH:30]. Product: [ClH:30].[C:1]([C:3]1[CH:4]=[N:5][C:6]([NH:9][C:10]2[CH:25]=[C:24]([NH:26][CH:27]([CH3:29])[CH3:28])[C:13]([C:14]([NH:16][CH2:17][C@@H:18]([F:23])[C:19]([OH:22])([CH3:21])[CH3:20])=[O:15])=[CH:12][N:11]=2)=[N:7][CH:8]=1)#[N:2]. The catalyst class is: 21. (2) The catalyst class is: 6. Reactant: [CH:1]1([CH2:4][O:5][C:6]2[CH:7]=[CH:8][CH:9]=[C:10]3[C:15]=2[N:14]=[C:13]([CH3:16])[CH:12]=[CH:11]3)[CH2:3][CH2:2]1.[O:17]1CCOCC1. Product: [CH:1]1([CH2:4][O:5][C:6]2[CH:7]=[CH:8][CH:9]=[C:10]3[C:15]=2[N:14]=[C:13]([CH:16]=[O:17])[CH:12]=[CH:11]3)[CH2:2][CH2:3]1. (3) Reactant: C([O:8][C:9]1[C:10](=[O:23])[N:11]([CH3:22])[C:12]([C:15]2[CH:20]=[CH:19][N:18]=[C:17](Cl)[CH:16]=2)=[N:13][CH:14]=1)C1C=CC=CC=1.[BrH:24]. Product: [Br:24][C:17]1[CH:16]=[C:15]([C:12]2[N:11]([CH3:22])[C:10](=[O:23])[C:9]([OH:8])=[CH:14][N:13]=2)[CH:20]=[CH:19][N:18]=1. The catalyst class is: 52. (4) Reactant: [CH2:1]([O:3][C:4]1[CH:17]=[C:16]2[C:7]([C:8]([C:19]3[CH:20]=[CH:21][C:22](=[O:26])[N:23]([CH3:25])[CH:24]=3)=[N:9][C@H:10]3[C@@H:15]2[CH2:14][C@H:13]([OH:18])[CH2:12][CH2:11]3)=[CH:6][C:5]=1[O:27][CH3:28])[CH3:2].[O:29]=[C:30]([CH2:34][CH2:35][C:36]([OH:38])=[O:37])[C:31]([OH:33])=[O:32]. Product: [O:29]=[C:30]([CH2:34][CH2:35][C:36]([OH:38])=[O:37])[C:31]([OH:33])=[O:32].[CH2:1]([O:3][C:4]1[CH:17]=[C:16]2[C:7]([C:8]([C:19]3[CH:20]=[CH:21][C:22](=[O:26])[N:23]([CH3:25])[CH:24]=3)=[N:9][C@H:10]3[C@@H:15]2[CH2:14][C@H:13]([OH:18])[CH2:12][CH2:11]3)=[CH:6][C:5]=1[O:27][CH3:28])[CH3:2]. The catalyst class is: 21. (5) Reactant: [OH:1][CH2:2][C:3]1[CH:8]=[CH:7][C:6]([CH:9]=[CH:10][C:11]2[N:16]=[CH:15][C:14]([N:17]3[CH2:22][CH2:21][N:20]([C:23]([O:25][C:26]([CH3:29])([CH3:28])[CH3:27])=[O:24])[CH2:19][CH2:18]3)=[CH:13][CH:12]=2)=[CH:5][CH:4]=1. Product: [OH:1][CH2:2][C:3]1[CH:8]=[CH:7][C:6]([CH2:9][CH2:10][C:11]2[N:16]=[CH:15][C:14]([N:17]3[CH2:22][CH2:21][N:20]([C:23]([O:25][C:26]([CH3:29])([CH3:28])[CH3:27])=[O:24])[CH2:19][CH2:18]3)=[CH:13][CH:12]=2)=[CH:5][CH:4]=1. The catalyst class is: 586. (6) Reactant: [CH3:1][C:2]1[C:3]2[O:23][CH:22]=[CH:21][C:4]=2[C:5]([N:8]2[CH2:13][CH2:12][N:11](C(OC(C)(C)C)=O)[CH2:10][CH2:9]2)=[N:6][CH:7]=1.FC(F)(F)C(O)=O.C(=O)([O-])[O-].[Na+].[Na+]. Product: [CH3:1][C:2]1[C:3]2[O:23][CH:22]=[CH:21][C:4]=2[C:5]([N:8]2[CH2:9][CH2:10][NH:11][CH2:12][CH2:13]2)=[N:6][CH:7]=1. The catalyst class is: 4. (7) Reactant: [F:1][C:2]1[CH:7]=[CH:6][C:5]([C:8]2[C:13]([N:14]3[CH2:19][CH2:18][CH:17]([C:20]([OH:22])=O)[CH2:16][CH2:15]3)=[CH:12][N:11]=[CH:10][N:9]=2)=[CH:4][CH:3]=1.[CH3:23][NH:24][CH:25]1[CH2:30][CH2:29][O:28][CH2:27][CH2:26]1.CN(C(ON1N=NC2C=CC=NC1=2)=[N+](C)C)C.F[P-](F)(F)(F)(F)F.CCN(C(C)C)C(C)C. Product: [F:1][C:2]1[CH:7]=[CH:6][C:5]([C:8]2[C:13]([N:14]3[CH2:19][CH2:18][CH:17]([C:20]([N:24]([CH3:23])[CH:25]4[CH2:30][CH2:29][O:28][CH2:27][CH2:26]4)=[O:22])[CH2:16][CH2:15]3)=[CH:12][N:11]=[CH:10][N:9]=2)=[CH:4][CH:3]=1. The catalyst class is: 136.